From a dataset of Full USPTO retrosynthesis dataset with 1.9M reactions from patents (1976-2016). Predict the reactants needed to synthesize the given product. (1) Given the product [CH2:1]([O:8][C:9]([N:11]1[CH2:16][CH2:15][N:14]([C:1]([CH:2]2[CH2:7][CH2:17][O:20][CH2:4][CH2:3]2)=[O:8])[CH2:13][CH2:12]1)=[O:10])[C:2]1[CH:7]=[CH:6][CH:5]=[CH:4][CH:3]=1, predict the reactants needed to synthesize it. The reactants are: [CH2:1]([O:8][C:9]([N:11]1[CH2:16][CH2:15][NH:14][CH2:13][CH2:12]1)=[O:10])[C:2]1[CH:7]=[CH:6][CH:5]=[CH:4][CH:3]=1.[C:17]([O-:20])(O)=O.[Na+]. (2) Given the product [C:1]([C:5]1[N:6]=[C:7]2[CH:12]=[C:11]([C:13]([NH:24][C:25]3[CH:30]=[CH:29][CH:28]=[CH:27][CH:26]=3)=[O:14])[N:10]=[CH:9][N:8]2[C:16]=1[CH2:17][CH:18]1[CH2:19][CH2:20][CH2:21][CH2:22][CH2:23]1)([CH3:4])([CH3:3])[CH3:2], predict the reactants needed to synthesize it. The reactants are: [C:1]([C:5]1[N:6]=[C:7]2[CH:12]=[C:11]([C:13](O)=[O:14])[N:10]=[CH:9][N:8]2[C:16]=1[CH2:17][CH:18]1[CH2:23][CH2:22][CH2:21][CH2:20][CH2:19]1)([CH3:4])([CH3:3])[CH3:2].[NH2:24][C:25]1[CH:30]=[CH:29][CH:28]=[CH:27][CH:26]=1. (3) Given the product [Br:1][C:2]1[CH:10]=[CH:9][C:8]([F:11])=[C:7]2[C:3]=1[C:4]([CH2:12][CH:13]=[O:14])=[CH:5][NH:6]2, predict the reactants needed to synthesize it. The reactants are: [Br:1][C:2]1[CH:10]=[CH:9][C:8]([F:11])=[C:7]2[C:3]=1[C:4]([CH2:12][CH2:13][OH:14])=[CH:5][NH:6]2.I(C1C=CC=CC=1C(O)=O)(=O)=O. (4) The reactants are: C1OCCOCCOCCOCCOCCOC1.CC(C)([O-])C.[K+].[Cl:25][C:26]1[CH:31]=[CH:30][C:29]([C:32]2[N:33]=[CH:34][CH:35]=[C:36]3[C:40]([CH2:41][O:42][CH2:43][CH3:44])=[C:39]([CH3:45])[NH:38][C:37]=23)=[CH:28][CH:27]=1.[CH2:46](Br)[C:47]1[CH:52]=[CH:51][CH:50]=[CH:49][CH:48]=1. Given the product [ClH:25].[CH2:46]([N:38]1[C:37]2=[C:32]([C:29]3[CH:28]=[CH:27][C:26]([Cl:25])=[CH:31][CH:30]=3)[N:33]=[CH:34][CH:35]=[C:36]2[C:40]([CH2:41][O:42][CH2:43][CH3:44])=[C:39]1[CH3:45])[C:47]1[CH:52]=[CH:51][CH:50]=[CH:49][CH:48]=1, predict the reactants needed to synthesize it. (5) Given the product [Cl:1][C:2]1[C:10]([O:11][CH3:12])=[CH:9][CH:8]=[CH:7][C:3]=1[C:4]([NH:19][CH2:18][CH:17]([C:20]1[CH:21]=[N:22][C:23]([CH:26]([F:28])[F:27])=[CH:24][CH:25]=1)[CH2:16][CH:13]1[CH2:14][CH2:15]1)=[O:6], predict the reactants needed to synthesize it. The reactants are: [Cl:1][C:2]1[C:10]([O:11][CH3:12])=[CH:9][CH:8]=[CH:7][C:3]=1[C:4]([OH:6])=O.[CH:13]1([CH2:16][CH:17]([C:20]2[CH:21]=[N:22][C:23]([CH:26]([F:28])[F:27])=[CH:24][CH:25]=2)[CH2:18][NH2:19])[CH2:15][CH2:14]1. (6) Given the product [NH2:35][C:14]1[N:15]=[C:10]([N:9]([CH3:8])[C@@H:19]2[C@H:24]([CH3:25])[CH2:23][CH2:22][N:21]([C:29](=[O:31])[CH2:28][C:26]#[N:27])[CH2:20]2)[C:11]2[CH:18]=[CH:17][NH:16][C:12]=2[N:13]=1, predict the reactants needed to synthesize it. The reactants are: FC(F)(F)C(O)=O.[CH3:8][N:9]([C@@H:19]1[C@H:24]([CH3:25])[CH2:23][CH2:22][NH:21][CH2:20]1)[C:10]1[C:11]2[CH:18]=[CH:17][NH:16][C:12]=2[N:13]=[CH:14][N:15]=1.[C:26]([CH2:28][C:29]([OH:31])=O)#[N:27].C([N:35](C(C)C)CC)(C)C.F[P-](F)(F)(F)(F)F.N1(OC(N(C)C)=[N+](C)C)C2N=CC=CC=2N=N1. (7) Given the product [CH3:14][C:5]1([C:11]([NH2:13])=[O:12])[CH2:6][C:7](=[O:9])[CH2:8][C:3](=[O:2])[CH2:4]1, predict the reactants needed to synthesize it. The reactants are: C[O:2][C:3]1[CH2:8][C:7]([O:9]C)=[CH:6][C:5]([CH3:14])([C:11]([NH2:13])=[O:12])[CH:4]=1.Cl.